Dataset: Peptide-MHC class I binding affinity with 185,985 pairs from IEDB/IMGT. Task: Regression. Given a peptide amino acid sequence and an MHC pseudo amino acid sequence, predict their binding affinity value. This is MHC class I binding data. (1) The peptide sequence is QAKWRLQTL. The MHC is HLA-B07:02 with pseudo-sequence HLA-B07:02. The binding affinity (normalized) is 0.374. (2) The MHC is HLA-B35:01 with pseudo-sequence HLA-B35:01. The peptide sequence is AVINTTCNYGQ. The binding affinity (normalized) is 0. (3) The peptide sequence is PPPRSPPV. The MHC is Mamu-A01 with pseudo-sequence Mamu-A01. The binding affinity (normalized) is 0.230.